From a dataset of Reaction yield outcomes from USPTO patents with 853,638 reactions. Predict the reaction yield, written as a fraction of the theoretical maximum amount of product (1.0 means a 100% yield; for example, 0.34 means a 34% yield). (1) The reactants are [NH2:1][C@:2]12[CH2:38][CH2:37][C@@H:36]([C:39]([CH3:41])=[CH2:40])[C@@H:3]1[C@@H:4]1[C@@:17]([CH3:20])([CH2:18][CH2:19]2)[C@@:16]2([CH3:21])[C@@H:7]([C@:8]3([CH3:35])[C@@H:13]([CH2:14][CH2:15]2)[C:12]([CH3:23])([CH3:22])[C:11]([C:24]2[CH:33]=[CH:32][C:27]([C:28]([O:30][CH3:31])=[O:29])=[C:26]([F:34])[CH:25]=2)=[CH:10][CH2:9]3)[CH2:6][CH2:5]1.[I-].[K+].P(=O)(O)(O)O.[K].[C:50](#[N:52])[CH3:51]. No catalyst specified. The product is [F:34][C:26]1[CH:25]=[C:24]([C:11]2[C:12]([CH3:22])([CH3:23])[C@H:13]3[C@:8]([CH3:35])([CH2:9][CH:10]=2)[C@@H:7]2[C@:16]([CH3:21])([C@@:17]4([CH3:20])[C@H:4]([CH2:5][CH2:6]2)[C@H:3]2[C@H:36]([C:39]([CH3:41])=[CH2:40])[CH2:37][CH2:38][C@:2]2([NH:1][CH2:51][CH2:50][N:52]2[CH2:25][CH2:26][CH2:27][C:28]2=[O:29])[CH2:19][CH2:18]4)[CH2:15][CH2:14]3)[CH:33]=[CH:32][C:27]=1[C:28]([O:30][CH3:31])=[O:29]. The yield is 0.417. (2) The reactants are [C:1]1([NH:7][NH2:8])[CH:6]=[CH:5][CH:4]=[CH:3][CH:2]=1.CC(C)([O-])C.[K+].[N:15]1[CH:20]=[CH:19][C:18]([C:21]2[C:30]3[C:25](=[CH:26][CH:27]=[C:28]([C:31]#[C:32][C:33](OCC)=[O:34])[CH:29]=3)[N:24]=[CH:23][CH:22]=2)=[CH:17][CH:16]=1. The catalyst is C1COCC1. The product is [C:1]1([N:7]2[C:31]([C:28]3[CH:29]=[C:30]4[C:25](=[CH:26][CH:27]=3)[N:24]=[CH:23][CH:22]=[C:21]4[C:18]3[CH:17]=[CH:16][N:15]=[CH:20][CH:19]=3)=[CH:32][C:33](=[O:34])[NH:8]2)[CH:6]=[CH:5][CH:4]=[CH:3][CH:2]=1. The yield is 0.0600. (3) The reactants are [CH:1]1([N:6]2[C:10]3[N:11]=[C:12]([NH:15][C:16]4[CH:21]=[CH:20][C:19]([N:22]5[CH2:27][CH2:26][NH:25][CH2:24][CH2:23]5)=[CH:18][N:17]=4)[N:13]=[CH:14][C:9]=3[C:8]3[CH:28]=[CH:29][N:30]=[CH:31][C:7]2=3)[CH2:5][CH2:4][CH2:3][CH2:2]1.C(N(CC)C(C)C)(C)C.[C:41](Cl)(=[O:43])[CH3:42]. The catalyst is CN(C=O)C. The product is [C:41]([N:25]1[CH2:26][CH2:27][N:22]([C:19]2[CH:20]=[CH:21][C:16]([NH:15][C:12]3[N:13]=[CH:14][C:9]4[C:8]5[CH:28]=[CH:29][N:30]=[CH:31][C:7]=5[N:6]([CH:1]5[CH2:2][CH2:3][CH2:4][CH2:5]5)[C:10]=4[N:11]=3)=[N:17][CH:18]=2)[CH2:23][CH2:24]1)(=[O:43])[CH3:42]. The yield is 0.740.